Dataset: Reaction yield outcomes from USPTO patents with 853,638 reactions. Task: Predict the reaction yield, written as a fraction of the theoretical maximum amount of product (1.0 means a 100% yield; for example, 0.34 means a 34% yield). (1) The reactants are [CH3:1][O:2][C:3]1[C:4]([NH:14][C:15](=[O:19])OCC)=[N:5][C:6]2[C:11]([N:12]=1)=[CH:10][C:9]([CH3:13])=[CH:8][CH:7]=2.[C:20]([C:22]1[CH:27]=[CH:26][CH:25]=[CH:24][C:23]=1[N:28]1[CH2:33][CH2:32][NH:31][CH2:30][CH2:29]1)#[N:21]. No catalyst specified. The product is [CH3:1][O:2][C:3]1[C:4]([NH:14][C:15]([N:31]2[CH2:30][CH2:29][N:28]([C:23]3[CH:24]=[CH:25][CH:26]=[CH:27][C:22]=3[C:20]#[N:21])[CH2:33][CH2:32]2)=[O:19])=[N:5][C:6]2[C:11]([N:12]=1)=[CH:10][C:9]([CH3:13])=[CH:8][CH:7]=2. The yield is 0.930. (2) The reactants are [C:1]([C:4]1[CH:8]=[C:7]([C:9]([O:11][CH3:12])=[O:10])[NH:6][N:5]=1)(=[O:3])[CH3:2].[Cl:13][O-].[Na+].O. The catalyst is C(O)(=O)C. The product is [C:1]([C:4]1[C:8]([Cl:13])=[C:7]([C:9]([O:11][CH3:12])=[O:10])[NH:6][N:5]=1)(=[O:3])[CH3:2]. The yield is 0.230. (3) The reactants are FC(F)(F)C(O)=O.[CH3:8][S:9]([C:12]1[CH:13]=[C:14]2[C:18](=[CH:19][CH:20]=1)[N:17]([C:21]1[N:26]=[CH:25][N:24]=[C:23]([O:27][CH:28]3[CH2:33][CH2:32][N:31](C(OC(C)(C)C)=O)[CH2:30][CH2:29]3)[CH:22]=1)[CH2:16][CH2:15]2)(=[O:11])=[O:10].C(N(C(C)C)CC)(C)C.[CH2:50]([S:54](Cl)(=[O:56])=[O:55])[CH2:51][CH2:52][CH3:53]. The catalyst is ClCCl. The product is [CH2:50]([S:54]([N:31]1[CH2:32][CH2:33][CH:28]([O:27][C:23]2[N:24]=[CH:25][N:26]=[C:21]([N:17]3[C:18]4[C:14](=[CH:13][C:12]([S:9]([CH3:8])(=[O:10])=[O:11])=[CH:20][CH:19]=4)[CH2:15][CH2:16]3)[CH:22]=2)[CH2:29][CH2:30]1)(=[O:56])=[O:55])[CH2:51][CH2:52][CH3:53]. The yield is 0.820. (4) The reactants are [OH:1][CH:2]1[CH2:7][CH2:6][N:5]([C:8]([O:10][C:11]([CH3:14])([CH3:13])[CH3:12])=[O:9])[CH2:4][CH2:3]1.[H-].[Na+].[Br:17][C:18]1[CH:27]=[CH:26][C:21]2[N:22]=[C:23](Cl)[S:24][C:20]=2[CH:19]=1.CC#N. The catalyst is C1COCC1.O. The product is [Br:17][C:18]1[CH:27]=[CH:26][C:21]2[N:22]=[C:23]([O:1][CH:2]3[CH2:3][CH2:4][N:5]([C:8]([O:10][C:11]([CH3:14])([CH3:13])[CH3:12])=[O:9])[CH2:6][CH2:7]3)[S:24][C:20]=2[CH:19]=1. The yield is 0.940. (5) The reactants are [F:1][C:2]1[CH:10]=[C:9]2[C:5]([C:6]([CH:11]=[O:12])=[CH:7][NH:8]2)=[CH:4][C:3]=1[C:13]1[CH:18]=[CH:17][CH:16]=[CH:15][CH:14]=1.C[C:20](=[CH:22][CH3:23])[CH3:21].Cl([O-])=[O:25].[Na+].[OH2:28].OP([O-])(O)=O.[Na+]. The catalyst is CC#N.C(O)(C)(C)C.O. The product is [F:1][C:2]1[CH:10]=[C:9]2[C:5]([C:6]([C:11]([OH:12])=[O:28])=[CH:7][NH:8]2)=[CH:4][C:3]=1[C:13]1[CH:14]=[CH:15][C:16]([C:20]2([OH:25])[CH2:21][CH2:23][CH2:22]2)=[CH:17][CH:18]=1. The yield is 0.160. (6) The reactants are [CH3:1][O:2][C:3]1[CH:4]=[C:5]([C:11](=O)[CH2:12][C:13]2[CH:18]=[CH:17][CH:16]=[CH:15][CH:14]=2)[CH:6]=[CH:7][C:8]=1[O:9][CH3:10].[CH2:20]([O:22][C:23]1[CH:24]=[C:25]([CH:28]=[C:29]([N+:32]([O-:34])=[O:33])[C:30]=1[OH:31])[CH:26]=O)[CH3:21].[NH2:35][C:36]([NH2:38])=[O:37].Cl. The catalyst is CCO. The product is [CH3:1][O:2][C:3]1[CH:4]=[C:5]([C:11]2[NH:38][C:36](=[O:37])[NH:35][CH:26]([C:25]3[CH:28]=[C:29]([N+:32]([O-:34])=[O:33])[C:30]([OH:31])=[C:23]([O:22][CH2:20][CH3:21])[CH:24]=3)[C:12]=2[C:13]2[CH:18]=[CH:17][CH:16]=[CH:15][CH:14]=2)[CH:6]=[CH:7][C:8]=1[O:9][CH3:10]. The yield is 0.350. (7) The reactants are Br[C:2]1[CH:7]=[CH:6][CH:5]=[C:4]([Br:8])[N:3]=1.C([Mg]Cl)(C)C.[O:14]1[CH:18]=[CH:17][CH:16]=[C:15]1[C:19]1[N:20]=[C:21]([NH:30][C:31]([C:33]2[CH:38]=[CH:37][N:36]=[CH:35][CH:34]=2)=[O:32])[S:22][C:23]=1[C:24](=[O:29])N(OC)C.[Cl-].[NH4+]. The catalyst is C1COCC1. The product is [Br:8][C:4]1[N:3]=[C:2]([C:24]([C:23]2[S:22][C:21]([NH:30][C:31]([C:33]3[CH:34]=[CH:35][N:36]=[CH:37][CH:38]=3)=[O:32])=[N:20][C:19]=2[C:15]2[O:14][CH:18]=[CH:17][CH:16]=2)=[O:29])[CH:7]=[CH:6][CH:5]=1. The yield is 0.310. (8) The reactants are [CH3:1][CH:2]([CH3:25])[CH2:3][C@H:4]([N:8]1[CH2:12][C:11]([O:13][C:14]2[CH:22]=[CH:21][CH:20]=[C:19]3[C:15]=2[CH:16]=[N:17][N:18]3[CH3:23])=[CH:10][C:9]1=[O:24])[C:5](O)=[O:6].[CH3:26][C:27]1([CH3:39])[O:31][C@H:30]([CH2:32][N:33]2[CH:37]=[CH:36][C:35]([NH2:38])=[N:34]2)[CH2:29][O:28]1.C(N(CC)C(C)C)(C)C.F[P-](F)(F)(F)(F)F.N1(O[P+](N(C)C)(N(C)C)N(C)C)C2C=CC=CC=2N=N1. The catalyst is ClCCl.O. The product is [CH3:26][C:27]1([CH3:39])[O:31][C@H:30]([CH2:32][N:33]2[CH:37]=[CH:36][C:35]([NH:38][C:5](=[O:6])[C@@H:4]([N:8]3[CH2:12][C:11]([O:13][C:14]4[CH:22]=[CH:21][CH:20]=[C:19]5[C:15]=4[CH:16]=[N:17][N:18]5[CH3:23])=[CH:10][C:9]3=[O:24])[CH2:3][CH:2]([CH3:25])[CH3:1])=[N:34]2)[CH2:29][O:28]1. The yield is 0.570. (9) The reactants are [CH3:1][C:2]1[CH:10]=[CH:9][CH:8]=[C:4]([C:5]([OH:7])=O)[C:3]=1[OH:11].[C:12](=O)([O-])[O-].[K+].[K+].COS([O:23][CH3:24])(=O)=O. The catalyst is CC(C)=O. The product is [CH3:12][O:11][C:3]1[C:2]([CH3:1])=[CH:10][CH:9]=[CH:8][C:4]=1[C:5]([O:23][CH3:24])=[O:7]. The yield is 0.910.